From a dataset of Peptide-MHC class I binding affinity with 185,985 pairs from IEDB/IMGT. Regression. Given a peptide amino acid sequence and an MHC pseudo amino acid sequence, predict their binding affinity value. This is MHC class I binding data. (1) The peptide sequence is VPLRPMTYK. The MHC is HLA-B35:03 with pseudo-sequence HLA-B35:03. The binding affinity (normalized) is 0. (2) The peptide sequence is LEMNDAPTA. The MHC is HLA-A02:19 with pseudo-sequence HLA-A02:19. The binding affinity (normalized) is 0.0847. (3) The peptide sequence is RPNMSRHLF. The MHC is HLA-A23:01 with pseudo-sequence HLA-A23:01. The binding affinity (normalized) is 0.559. (4) The peptide sequence is SGPDDGAV. The MHC is Mamu-B01 with pseudo-sequence Mamu-B01. The binding affinity (normalized) is 0. (5) The peptide sequence is EENLIDFAS. The MHC is HLA-B27:05 with pseudo-sequence HLA-B27:05. The binding affinity (normalized) is 0.0847. (6) The peptide sequence is SRDSRGKPGY. The MHC is HLA-B15:01 with pseudo-sequence HLA-B15:01. The binding affinity (normalized) is 0.0847. (7) The peptide sequence is IPFIAYFVLM. The MHC is HLA-B35:01 with pseudo-sequence HLA-B35:01. The binding affinity (normalized) is 0.344. (8) The peptide sequence is TVAWRTATL. The MHC is HLA-A68:02 with pseudo-sequence HLA-A68:02. The binding affinity (normalized) is 0.710.